This data is from Forward reaction prediction with 1.9M reactions from USPTO patents (1976-2016). The task is: Predict the product of the given reaction. (1) Given the reactants Br[C:2]1[C:10]2[N:9]3[CH2:11][CH2:12][NH:13][C:14](=[O:15])[C:8]3=[C:7]([CH3:16])[C:6]=2[CH:5]=[C:4]([F:17])[CH:3]=1.[CH3:18]B1OB(C)OB(C)O1, predict the reaction product. The product is: [F:17][C:4]1[CH:3]=[C:2]([CH3:18])[C:10]2[N:9]3[CH2:11][CH2:12][NH:13][C:14](=[O:15])[C:8]3=[C:7]([CH3:16])[C:6]=2[CH:5]=1. (2) Given the reactants [O:1]1[CH2:6][CH2:5][CH2:4][CH2:3][CH:2]1[N:7]1[C:11]2[CH:12]=[CH:13][CH:14]=[C:15]([CH2:16][NH2:17])[C:10]=2[N:9]=[CH:8]1.Cl[C:19]1[N:24]=[C:23]([NH:25][C:26]2[CH:30]=[C:29]([CH:31]3[CH2:33][CH2:32]3)[NH:28][N:27]=2)[C:22]([F:34])=[CH:21][N:20]=1.CCN(C(C)C)C(C)C, predict the reaction product. The product is: [CH:31]1([C:29]2[CH:30]=[C:26]([NH:25][C:23]3[C:22]([F:34])=[CH:21][N:20]=[C:19]([NH:17][CH2:16][C:15]4[C:10]5[N:9]=[CH:8][N:7]([CH:2]6[CH2:3][CH2:4][CH2:5][CH2:6][O:1]6)[C:11]=5[CH:12]=[CH:13][CH:14]=4)[N:24]=3)[NH:27][N:28]=2)[CH2:33][CH2:32]1. (3) Given the reactants Br[CH2:2][C:3]([O:5][CH3:6])=[O:4].[H-].[Na+].[Cl:9][C:10]1[CH:11]=[C:12]([CH:23]=[C:24]([Cl:26])[CH:25]=1)[O:13][C:14]1[C:15]([CH2:21][CH3:22])=[N:16][NH:17][C:18]=1[CH2:19][CH3:20], predict the reaction product. The product is: [Cl:9][C:10]1[CH:11]=[C:12]([CH:23]=[C:24]([Cl:26])[CH:25]=1)[O:13][C:14]1[C:18]([CH2:19][CH3:20])=[N:17][N:16]([CH2:2][C:3]([O:5][CH3:6])=[O:4])[C:15]=1[CH2:21][CH3:22]. (4) Given the reactants [CH2:1]([O:8][CH2:9][CH2:10][C@:11]([CH3:15])([OH:14])[CH2:12][OH:13])[C:2]1[CH:7]=[CH:6][CH:5]=[CH:4][CH:3]=1.CO[C:18](OC)([CH3:20])[CH3:19].CC1C=CC(S(O)(=O)=O)=CC=1.C([O-])(O)=O.[Na+], predict the reaction product. The product is: [CH2:1]([O:8][CH2:9][CH2:10][C@@:11]1([CH3:15])[CH2:12][O:13][C:18]([CH3:20])([CH3:19])[O:14]1)[C:2]1[CH:7]=[CH:6][CH:5]=[CH:4][CH:3]=1. (5) Given the reactants [C:1](OCCCC)(=O)[C:2]([CH3:4])=[CH2:3].C(OCCCC)(=[O:14])C=C.C=C[C:22]1[CH:27]=[CH:26][CH:25]=[CH:24]C=1.[C:28]([O:33]CCO)(=[O:32])[C:29]([CH3:31])=C.C(O)(=O)C(C)=C, predict the reaction product. The product is: [CH3:22][CH2:27][CH2:26][CH2:25][CH2:24][CH2:31][CH2:29][C:28]([O:33][O:14][C:2]([CH3:4])([CH3:3])[CH3:1])=[O:32].